This data is from Forward reaction prediction with 1.9M reactions from USPTO patents (1976-2016). The task is: Predict the product of the given reaction. (1) Given the reactants [F:1][C:2]1[CH:7]=[CH:6][C:5](B(O)O)=[CH:4][CH:3]=1.Br[C:12]1[S:13][CH:14]=[CH:15][N:16]=1, predict the reaction product. The product is: [F:1][C:2]1[CH:7]=[CH:6][C:5]([C:12]2[S:13][CH:14]=[CH:15][N:16]=2)=[CH:4][CH:3]=1. (2) Given the reactants S(Cl)([Cl:3])=O.[C:5]([C:8]1[C:16]2[C:11](=[CH:12][CH:13]=[CH:14][CH:15]=2)[N:10]([C:17]2[C:18]3[CH:25]=[CH:24][N:23]([CH3:26])[C:19]=3[N:20]=[CH:21][N:22]=2)[CH:9]=1)(O)=[O:6], predict the reaction product. The product is: [ClH:3].[Cl:3][C:5]([C:8]1[C:16]2[C:11](=[CH:12][CH:13]=[CH:14][CH:15]=2)[N:10]([C:17]2[C:18]3[CH:25]=[CH:24][N:23]([CH3:26])[C:19]=3[N:20]=[CH:21][N:22]=2)[CH:9]=1)=[O:6]. (3) Given the reactants [CH2:1]([O:3][C:4](=[O:12])[CH:5]([C:10]#[N:11])[CH2:6][CH2:7][CH:8]=[CH2:9])[CH3:2].CN(C=O)C.[H-].[Na+].Cl[CH2:21][C:22]1[CH:27]=[C:26]([O:28][C:29]2[CH:34]=[CH:33][CH:32]=[CH:31][CH:30]=2)[CH:25]=[CH:24][C:23]=1[N+:35]([O-:37])=[O:36], predict the reaction product. The product is: [CH2:1]([O:3][C:4](=[O:12])[C:5]([C:10]#[N:11])([CH2:21][C:22]1[CH:27]=[C:26]([O:28][C:29]2[CH:34]=[CH:33][CH:32]=[CH:31][CH:30]=2)[CH:25]=[CH:24][C:23]=1[N+:35]([O-:37])=[O:36])[CH2:6][CH2:7][CH:8]=[CH2:9])[CH3:2]. (4) Given the reactants [NH:1]([C:16]([O:18][C:19]([CH3:22])([CH3:21])[CH3:20])=[O:17])[C@@H:2]([C:13]([OH:15])=O)[CH2:3][C:4]1[CH:9]=[CH:8][C:7]([N+:10]([O-:12])=[O:11])=[CH:6][CH:5]=1.CN1CCOCC1.ClC(OCC(C)C)=O.[CH2:38]([NH2:43])[CH2:39][CH2:40][CH2:41][CH3:42], predict the reaction product. The product is: [C:19]([O:18][C:16](=[O:17])[NH:1][C@@H:2]([C:13](=[O:15])[NH:43][CH2:38][CH2:39][CH2:40][CH2:41][CH3:42])[CH2:3][C:4]1[CH:5]=[CH:6][C:7]([N+:10]([O-:12])=[O:11])=[CH:8][CH:9]=1)([CH3:22])([CH3:21])[CH3:20]. (5) Given the reactants Cl[C:2]1[NH:3][C:4]2[CH:10]=[CH:9][CH:8]=[CH:7][C:5]=2[N:6]=1.[Cl:11][C:12]1[CH:13]=[C:14]([CH:16]=[CH:17][C:18]=1[F:19])[NH2:15], predict the reaction product. The product is: [N:6]1[C:5]2[CH:7]=[CH:8][CH:9]=[CH:10][C:4]=2[NH:3][C:2]=1[NH:15][C:14]1[CH:16]=[CH:17][C:18]([F:19])=[C:12]([Cl:11])[CH:13]=1. (6) Given the reactants [Br:1][C:2]1[CH:3]=[C:4]([CH3:9])[CH:5]=[C:6]([CH3:8])[CH:7]=1.[Br:10]N1C(=O)CCC1=O, predict the reaction product. The product is: [Br:1][C:2]1[CH:7]=[C:6]([CH3:8])[CH:5]=[C:4]([CH2:9][Br:10])[CH:3]=1. (7) Given the reactants [CH2:1]([NH:8][C@@H:9]([CH2:12][C:13]1[CH:18]=[CH:17][C:16]([O:19][CH2:20][C:21]2[CH:26]=[CH:25][CH:24]=[CH:23][CH:22]=2)=[C:15]([N+:27]([O-:29])=[O:28])[CH:14]=1)[CH2:10][OH:11])[C:2]1[CH:7]=[CH:6][CH:5]=[CH:4][CH:3]=1.[O:30]1[C@H:32]([CH2:33][O:34][C:35]2[CH:40]=[CH:39][CH:38]=[CH:37][CH:36]=2)[CH2:31]1, predict the reaction product. The product is: [O:34]([CH2:33][C@@H:32]([OH:30])[CH2:31][N:8]([CH2:1][C:2]1[CH:3]=[CH:4][CH:5]=[CH:6][CH:7]=1)[C@@H:9]([CH2:12][C:13]1[CH:18]=[CH:17][C:16]([O:19][CH2:20][C:21]2[CH:22]=[CH:23][CH:24]=[CH:25][CH:26]=2)=[C:15]([N+:27]([O-:29])=[O:28])[CH:14]=1)[CH2:10][OH:11])[C:35]1[CH:40]=[CH:39][CH:38]=[CH:37][CH:36]=1. (8) Given the reactants [OH:1][C@:2]([C:25]1[O:26][C:27]([CH3:30])=[N:28][N:29]=1)([CH3:24])[C:3]#[C:4][C:5]1[CH:6]=[C:7]([N:11]2[C:19]3[C:14](=[CH:15][CH:16]=[CH:17][CH:18]=3)[C:13]([C:20]([O:22]C)=O)=[N:12]2)[CH:8]=[CH:9][CH:10]=1.[NH3:31], predict the reaction product. The product is: [OH:1][C@:2]([C:25]1[O:26][C:27]([CH3:30])=[N:28][N:29]=1)([CH3:24])[C:3]#[C:4][C:5]1[CH:6]=[C:7]([N:11]2[C:19]3[C:14](=[CH:15][CH:16]=[CH:17][CH:18]=3)[C:13]([C:20]([NH2:31])=[O:22])=[N:12]2)[CH:8]=[CH:9][CH:10]=1. (9) Given the reactants [C:1]([C:5]1[CH:10]=[CH:9][C:8]([S:11]([NH2:14])(=[O:13])=[O:12])=[CH:7][CH:6]=1)(=[O:4])[CH2:2][CH3:3].[CH3:15][N:16]([CH:18]=O)[CH3:17].CN(C(OC)OC)C, predict the reaction product. The product is: [CH3:15][N:16]([CH3:18])[CH:17]=[N:14][S:11]([C:8]1[CH:7]=[CH:6][C:5]([C:1](=[O:4])[CH2:2][CH3:3])=[CH:10][CH:9]=1)(=[O:12])=[O:13].